From a dataset of Reaction yield outcomes from USPTO patents with 853,638 reactions. Predict the reaction yield, written as a fraction of the theoretical maximum amount of product (1.0 means a 100% yield; for example, 0.34 means a 34% yield). The yield is 0.160. The catalyst is C(Cl)Cl.CN(C)C=O.CO. The product is [O:21]=[C:20]1[C:4]2[C:5]3[C:6](=[C:7]([C:11]4[CH:12]=[CH:13][CH:14]=[CH:15][CH:16]=4)[NH:8][C:9]=3[CH:10]=[C:2]([NH:1][C:22](=[O:28])/[CH:23]=[CH:24]/[CH:25]=[CH:26]/[CH3:27])[CH:3]=2)[CH:17]=[N:18][NH:19]1. The reactants are [NH2:1][C:2]1[CH:3]=[C:4]2[C:20](=[O:21])[NH:19][N:18]=[CH:17][C:6]3=[C:7]([C:11]4[CH:16]=[CH:15][CH:14]=[CH:13][CH:12]=4)[NH:8][C:9]([CH:10]=1)=[C:5]23.[C:22](O)(=[O:28])/[CH:23]=[CH:24]/[CH:25]=[CH:26]/[CH3:27].C(N(CC)CC)C.F[P-](F)(F)(F)(F)F.N1(OC(N(C)C)=[N+](C)C)C2N=CC=CC=2N=N1.